This data is from Reaction yield outcomes from USPTO patents with 853,638 reactions. The task is: Predict the reaction yield, written as a fraction of the theoretical maximum amount of product (1.0 means a 100% yield; for example, 0.34 means a 34% yield). The reactants are [Si]([O:8][C:9]1([C:13]2[CH:14]=[CH:15][C:16]3[C:17]4[N:38]=[CH:37][C:36]([C:39]5[C:40]([CH3:45])=[N:41][O:42][C:43]=5[CH3:44])=[CH:35][C:18]=4[N:19]([C@H:22]([C:29]4[CH:34]=[CH:33][CH:32]=[CH:31][CH:30]=4)[CH:23]4[CH2:28][CH2:27][O:26][CH2:25][CH2:24]4)[C:20]=3[CH:21]=2)[CH2:12][O:11][CH2:10]1)(C(C)(C)C)(C)C.CCCC[N+](CCCC)(CCCC)CCCC.[F-]. The product is [CH3:44][C:43]1[O:42][N:41]=[C:40]([CH3:45])[C:39]=1[C:36]1[CH:37]=[N:38][C:17]2[C:16]3[CH:15]=[CH:14][C:13]([C:9]4([OH:8])[CH2:10][O:11][CH2:12]4)=[CH:21][C:20]=3[N:19]([C@@H:22]([CH:23]3[CH2:28][CH2:27][O:26][CH2:25][CH2:24]3)[C:29]3[CH:34]=[CH:33][CH:32]=[CH:31][CH:30]=3)[C:18]=2[CH:35]=1. The yield is 0.0500. The catalyst is C1COCC1.